Dataset: Forward reaction prediction with 1.9M reactions from USPTO patents (1976-2016). Task: Predict the product of the given reaction. Given the reactants [CH2:1]([S:3][CH:4]([CH3:8])[C:5]([OH:7])=O)[CH3:2].C(Cl)(=O)C(Cl)=O.CN(C)C=O.Cl.[C:21]([N:25]1[C:29]([Cl:30])=[C:28]([NH:31][CH2:32][CH3:33])[CH:27]=[N:26]1)([CH3:24])([CH3:23])[CH3:22], predict the reaction product. The product is: [C:21]([N:25]1[C:29]([Cl:30])=[C:28]([N:31]([CH2:32][CH3:33])[C:5](=[O:7])[CH:4]([S:3][CH2:1][CH3:2])[CH3:8])[CH:27]=[N:26]1)([CH3:24])([CH3:23])[CH3:22].